This data is from Full USPTO retrosynthesis dataset with 1.9M reactions from patents (1976-2016). The task is: Predict the reactants needed to synthesize the given product. (1) The reactants are: [NH2:1][C:2]1[CH:14]=[C:13]2[C:5]([C:6]3[CH:7]=[C:8]([C:18]4[CH:23]=[CH:22][C:21]([OH:24])=[C:20]([Cl:25])[CH:19]=4)[CH:9]=[C:10]([C:15]([NH2:17])=[O:16])[C:11]=3[NH:12]2)=[CH:4][CH:3]=1.C([BH3-])#N.[Na+].C(OC)(OC)OC.C(O)(=O)C.[CH2:41]1[CH2:45][O:44][CH2:43][CH2:42]1. Given the product [Cl:25][C:20]1[CH:19]=[C:18]([C:8]2[CH:9]=[C:10]([C:15]([NH2:17])=[O:16])[C:11]3[NH:12][C:13]4[C:5]([C:6]=3[CH:7]=2)=[CH:4][CH:3]=[C:2]([N:1]2[CH2:41][CH2:45][O:44][CH2:43][CH2:42]2)[CH:14]=4)[CH:23]=[CH:22][C:21]=1[OH:24], predict the reactants needed to synthesize it. (2) The reactants are: [OH:1][CH2:2][CH2:3][N:4]1[CH2:9][CH2:8][NH:7][CH2:6][CH2:5]1.[C:10](O[C:10]([O:12][C:13]([CH3:16])([CH3:15])[CH3:14])=[O:11])([O:12][C:13]([CH3:16])([CH3:15])[CH3:14])=[O:11]. Given the product [C:13]([O:12][C:10]([N:7]1[CH2:8][CH2:9][N:4]([CH2:3][CH2:2][OH:1])[CH2:5][CH2:6]1)=[O:11])([CH3:16])([CH3:15])[CH3:14], predict the reactants needed to synthesize it. (3) The reactants are: [NH2:1][C:2]1[N:6]([C:7]2[CH:8]=[C:9]([NH:13][C:14](=[O:20])[O:15][C:16]([CH3:19])([CH3:18])[CH3:17])[CH:10]=[CH:11][CH:12]=2)[C:5]2[CH:21]=[CH:22][C:23]([CH3:25])=[CH:24][C:4]=2[N:3]=1.[F:26][C:27]1[CH:35]=[CH:34][C:30]([C:31](O)=[O:32])=[CH:29][CH:28]=1.CN(C(ON1N=NC2C=CC=NC1=2)=[N+](C)C)C.F[P-](F)(F)(F)(F)F.CCN(C(C)C)C(C)C. Given the product [F:26][C:27]1[CH:35]=[CH:34][C:30]([C:31]([NH:1][C:2]2[N:6]([C:7]3[CH:8]=[C:9]([NH:13][C:14](=[O:20])[O:15][C:16]([CH3:19])([CH3:18])[CH3:17])[CH:10]=[CH:11][CH:12]=3)[C:5]3[CH:21]=[CH:22][C:23]([CH3:25])=[CH:24][C:4]=3[N:3]=2)=[O:32])=[CH:29][CH:28]=1, predict the reactants needed to synthesize it.